The task is: Predict the reactants needed to synthesize the given product.. This data is from Full USPTO retrosynthesis dataset with 1.9M reactions from patents (1976-2016). (1) Given the product [O:20]=[C:19]1[NH:21][C:22](=[O:23])[C:24]2[C:26]([N:8]([CH2:9][CH2:10][CH2:11][CH2:12][CH2:13][CH2:14][C:15]([OH:17])=[O:16])[C:3]3[CH:4]=[CH:5][CH:6]=[CH:7][C:2]=3[N:1]=2)=[N:18]1, predict the reactants needed to synthesize it. The reactants are: [NH2:1][C:2]1[CH:7]=[CH:6][CH:5]=[CH:4][C:3]=1[NH:8][CH2:9][CH2:10][CH2:11][CH2:12][CH2:13][CH2:14][C:15]([OH:17])=[O:16].[NH:18]1[C:26](=O)[C:24](=O)[C:22](=[O:23])[NH:21][C:19]1=[O:20]. (2) The reactants are: [C:1]1([NH:7][NH2:8])[CH:6]=[CH:5][CH:4]=[CH:3][CH:2]=1.Br[C:10]([CH3:17])([CH3:16])[C:11]([O:13][CH2:14][CH3:15])=[O:12].C(N(CC)C(C)C)(C)C.[F:27][C:28]1[C:35]([F:36])=[CH:34][CH:33]=[CH:32][C:29]=1[CH:30]=O. Given the product [F:27][C:28]1[C:35]([F:36])=[CH:34][CH:33]=[CH:32][C:29]=1[CH:30]=[N:8][N:7]([C:10]([CH3:17])([CH3:16])[C:11]([O:13][CH2:14][CH3:15])=[O:12])[C:1]1[CH:6]=[CH:5][CH:4]=[CH:3][CH:2]=1, predict the reactants needed to synthesize it. (3) The reactants are: [C:1]1([N:7]2[C:16]3[C:11](=[CH:12][CH:13]=[CH:14][N:15]=3)[C:10]([O:17]C(=O)C(C3C=CC=CC=3)C)=[CH:9][C:8]2=[O:28])[CH:6]=[CH:5][CH:4]=[CH:3][CH:2]=1.[CH2:29](N(CC)CC)C.[C-]#N.[K+].C1[O:56][CH2:55][CH2:54]OCCOCCOCCOCCOC1.[C:57]1(C)[CH:62]=[CH:61][CH:60]=[CH:59][CH:58]=1. Given the product [OH:17][C:10]1[C:11]2[C:16](=[N:15][CH:14]=[CH:13][CH:12]=2)[N:7]([C:1]2[CH:2]=[CH:3][CH:4]=[CH:5][CH:6]=2)[C:8](=[O:28])[C:9]=1[C:55](=[O:56])[CH:54]([C:57]1[CH:62]=[CH:61][CH:60]=[CH:59][CH:58]=1)[CH3:29], predict the reactants needed to synthesize it. (4) Given the product [Cl:13][C:10]1[CH:11]=[CH:12][C:7]([C:16](=[O:18])[CH3:17])=[N:8][CH:9]=1, predict the reactants needed to synthesize it. The reactants are: C([Li])CCC.Br[C:7]1[CH:12]=[CH:11][C:10]([Cl:13])=[CH:9][N:8]=1.CN(C)[C:16](=[O:18])[CH3:17].[Cl-].[NH4+]. (5) Given the product [NH2:1][CH2:2][C:3]([NH:5][C:6]1[CH:11]=[C:10]([OH:12])[CH:9]=[CH:8][C:7]=1[S:20](=[O:32])(=[O:33])[NH:21][C:22]1[CH:23]=[CH:24][C:25]2[CH2:29][O:28][B:27]([OH:30])[C:26]=2[CH:31]=1)=[O:4], predict the reactants needed to synthesize it. The reactants are: [NH2:1][CH2:2][C:3]([NH:5][C:6]1[CH:11]=[C:10]([O:12]CC2C=CC=CC=2)[CH:9]=[CH:8][C:7]=1[S:20](=[O:33])(=[O:32])[NH:21][C:22]1[CH:23]=[CH:24][C:25]2[CH2:29][O:28][B:27]([OH:30])[C:26]=2[CH:31]=1)=[O:4]. (6) Given the product [F:19][C:3]1[C:2]([C:28]#[C:27][C:25]([OH:29])([C:22]2[N:23]=[CH:24][NH:20][N:21]=2)[CH3:26])=[CH:18][C:6]2[C:7]3[N:8]([CH:12]=[C:13]([C:15]([NH2:17])=[O:16])[N:14]=3)[CH2:9][CH2:10][O:11][C:5]=2[CH:4]=1, predict the reactants needed to synthesize it. The reactants are: Br[C:2]1[C:3]([F:19])=[CH:4][C:5]2[O:11][CH2:10][CH2:9][N:8]3[CH:12]=[C:13]([C:15]([NH2:17])=[O:16])[N:14]=[C:7]3[C:6]=2[CH:18]=1.[NH:20]1[CH:24]=[N:23][C:22]([C:25]([OH:29])([C:27]#[CH:28])[CH3:26])=[N:21]1. (7) Given the product [Br:1][C:2]1[CH:11]=[CH:10][C:9]([C:13]#[N:14])=[C:8]2[C:3]=1[CH:4]=[CH:5][CH:6]=[N:7]2, predict the reactants needed to synthesize it. The reactants are: [Br:1][C:2]1[CH:11]=[CH:10][C:9](I)=[C:8]2[C:3]=1[CH:4]=[CH:5][CH:6]=[N:7]2.[CH3:13][N:14](C=O)C. (8) Given the product [F:1][C:2]1[CH:3]=[CH:4][C:5]([CH2:6][C@@H:7]([CH2:11][CH2:12][C@H:13]([CH2:14][CH2:15][CH3:16])[C:17]([NH:18][C@H:19]2[CH2:25][CH2:24][CH2:23][CH2:22][N:21]([C:26]3[CH:31]=[CH:30][CH:29]=[CH:28][C:27]=3[O:32][CH3:33])[C:20]2=[O:34])=[O:35])[C:8]([NH:38][C@H:39]2[CH2:45][CH2:44][S:43][C@H:42]3[CH2:46][CH2:47][CH2:48][C@@H:49]([C:50]([F:51])([F:53])[F:52])[N:41]3[C:40]2=[O:54])=[O:9])=[CH:36][CH:37]=1, predict the reactants needed to synthesize it. The reactants are: [F:1][C:2]1[CH:37]=[CH:36][C:5]([CH2:6][C@@H:7]([CH2:11][CH2:12][C@@H:13]([C:17](=[O:35])[NH:18][C@H:19]2[CH2:25][CH2:24][CH2:23][CH2:22][N:21]([C:26]3[CH:31]=[CH:30][CH:29]=[CH:28][C:27]=3[O:32][CH3:33])[C:20]2=[O:34])[CH2:14][CH2:15][CH3:16])[C:8](O)=[O:9])=[CH:4][CH:3]=1.[NH2:38][C@H:39]1[CH2:45][CH2:44][S:43][C@H:42]2[CH2:46][CH2:47][CH2:48][C@@H:49]([C:50]([F:53])([F:52])[F:51])[N:41]2[C:40]1=[O:54].